Dataset: Reaction yield outcomes from USPTO patents with 853,638 reactions. Task: Predict the reaction yield, written as a fraction of the theoretical maximum amount of product (1.0 means a 100% yield; for example, 0.34 means a 34% yield). The reactants are [F:1][C:2]([F:16])([F:15])[CH2:3][O:4][C:5]1[CH:6]=[CH:7][C:8]([C:11]([O:13]C)=[O:12])=[N:9][CH:10]=1.[OH-].[Li+].Cl. The catalyst is C1COCC1.O. The product is [F:16][C:2]([F:1])([F:15])[CH2:3][O:4][C:5]1[CH:6]=[CH:7][C:8]([C:11]([OH:13])=[O:12])=[N:9][CH:10]=1. The yield is 0.270.